From a dataset of Peptide-MHC class II binding affinity with 134,281 pairs from IEDB. Regression. Given a peptide amino acid sequence and an MHC pseudo amino acid sequence, predict their binding affinity value. This is MHC class II binding data. The peptide sequence is VLAALFAGAWCVPKV. The MHC is DRB1_1602 with pseudo-sequence DRB1_1602. The binding affinity (normalized) is 0.458.